Predict which catalyst facilitates the given reaction. From a dataset of Catalyst prediction with 721,799 reactions and 888 catalyst types from USPTO. (1) Reactant: [F:1][C:2]1[CH:22]=[CH:21][CH:20]=[C:19]([F:23])[C:3]=1[O:4][C:5]1[CH2:9][N:8]([C@@H:10]([CH2:14][CH:15]([CH3:17])[CH3:16])[C:11]([OH:13])=O)[C:7](=[O:18])[CH:6]=1.F[P-](F)(F)(F)(F)F.Br[P+](N1CCCC1)(N1CCCC1)N1CCCC1.C(N(CC)C(C)C)(C)C.[CH3:57][O:58][C:59](=[O:67])[C:60]1[CH:65]=[CH:64][C:63]([NH2:66])=[N:62][CH:61]=1. Product: [CH3:57][O:58][C:59](=[O:67])[C:60]1[CH:65]=[CH:64][C:63]([NH:66][C:11](=[O:13])[C@@H:10]([N:8]2[CH2:9][C:5]([O:4][C:3]3[C:19]([F:23])=[CH:20][CH:21]=[CH:22][C:2]=3[F:1])=[CH:6][C:7]2=[O:18])[CH2:14][CH:15]([CH3:17])[CH3:16])=[N:62][CH:61]=1. The catalyst class is: 4. (2) Reactant: C([O:8][CH2:9][C@H:10]([CH:43]([CH3:45])[CH3:44])[CH2:11][CH:12]([OH:42])[C@@H:13]([NH:34][C:35](=[O:41])[O:36][C:37]([CH3:40])([CH3:39])[CH3:38])[CH2:14][C@H:15]([CH2:19][C:20]1[CH:28]=[C:27]2[C:23]([CH:24]=[N:25][N:26]2[CH2:29][CH2:30][CH2:31][O:32][CH3:33])=[CH:22][CH:21]=1)[CH:16]([CH3:18])[CH3:17])C1C=CC=CC=1. Product: [OH:42][C@@H:12]([CH2:11][C@H:10]([CH2:9][OH:8])[CH:43]([CH3:45])[CH3:44])[C@@H:13]([NH:34][C:35](=[O:41])[O:36][C:37]([CH3:38])([CH3:39])[CH3:40])[CH2:14][C@H:15]([CH2:19][C:20]1[CH:28]=[C:27]2[C:23]([CH:24]=[N:25][N:26]2[CH2:29][CH2:30][CH2:31][O:32][CH3:33])=[CH:22][CH:21]=1)[CH:16]([CH3:17])[CH3:18].[OH:42][C@H:12]([CH2:11][C@H:10]([CH2:9][OH:8])[CH:43]([CH3:45])[CH3:44])[C@@H:13]([NH:34][C:35](=[O:41])[O:36][C:37]([CH3:38])([CH3:39])[CH3:40])[CH2:14][C@H:15]([CH2:19][C:20]1[CH:28]=[C:27]2[C:23]([CH:24]=[N:25][N:26]2[CH2:29][CH2:30][CH2:31][O:32][CH3:33])=[CH:22][CH:21]=1)[CH:16]([CH3:17])[CH3:18]. The catalyst class is: 105. (3) Reactant: [CH2:1]([N:8]1[CH2:14][CH:13]2[CH:15]([OH:16])[CH:10]([CH2:11][CH2:12]2)[CH2:9]1)[C:2]1[CH:7]=[CH:6][CH:5]=[CH:4][CH:3]=1.[H-].[Na+].[CH:19]1([C:24]([C:29]2[CH:34]=[CH:33][C:32]([F:35])=[CH:31][CH:30]=2)([OH:28])[C:25](O)=[O:26])[CH2:23][CH2:22][CH2:21][CH2:20]1.C(N1C=CN=C1)(N1C=CN=C1)=O. The catalyst class is: 9. Product: [CH:19]1([C:24]([C:29]2[CH:34]=[CH:33][C:32]([F:35])=[CH:31][CH:30]=2)([OH:28])[C:25]([O:16][CH:15]2[CH:13]3[CH2:12][CH2:11][CH:10]2[CH2:9][N:8]([CH2:1][C:2]2[CH:3]=[CH:4][CH:5]=[CH:6][CH:7]=2)[CH2:14]3)=[O:26])[CH2:23][CH2:22][CH2:21][CH2:20]1. (4) Reactant: [CH2:1]([N:8]1[C:20]2[CH:19]=[CH:18][C:17]([C:21]3[CH:26]=[CH:25][C:24]([OH:27])=[CH:23][CH:22]=3)=[CH:16][C:15]=2[C:14]2[CH2:13][CH2:12][CH2:11][CH2:10][C:9]1=2)[C:2]1[CH:7]=[CH:6][CH:5]=[CH:4][CH:3]=1.C([O-])([O-])=O.[K+].[K+].Br[CH2:35][C:36]#[N:37]. Product: [CH2:1]([N:8]1[C:20]2[CH:19]=[CH:18][C:17]([C:21]3[CH:22]=[CH:23][C:24]([O:27][CH2:35][C:36]#[N:37])=[CH:25][CH:26]=3)=[CH:16][C:15]=2[C:14]2[CH2:13][CH2:12][CH2:11][CH2:10][C:9]1=2)[C:2]1[CH:3]=[CH:4][CH:5]=[CH:6][CH:7]=1. The catalyst class is: 21. (5) Reactant: [Cl:1][C:2]1[CH:3]=[C:4]([C:12]([OH:14])=O)[CH:5]=[N:6][C:7]=1[O:8][CH:9]([CH3:11])[CH3:10].CN(C(ON1N=NC2C=CC=NC1=2)=[N+](C)C)C.F[P-](F)(F)(F)(F)F.CCN(C(C)C)C(C)C.[Cl:48][C:49]1[CH:57]=[C:56]2[C:52]([CH:53]=[N:54][NH:55]2)=[CH:51][C:50]=1[C:58](=[NH:61])[NH:59]O. Product: [Cl:48][C:49]1[CH:57]=[C:56]2[C:52]([CH:53]=[N:54][NH:55]2)=[CH:51][C:50]=1[C:58]1[N:61]=[C:12]([C:4]2[CH:5]=[N:6][C:7]([O:8][CH:9]([CH3:10])[CH3:11])=[C:2]([Cl:1])[CH:3]=2)[O:14][N:59]=1. The catalyst class is: 3. (6) Reactant: [C:1]([O:5][C:6]([N:8]1[CH2:13][CH2:12][C:11](=O)[CH2:10][CH2:9]1)=[O:7])([CH3:4])([CH3:3])[CH3:2].C(=O)([O-])[O-].[K+].[K+].C(OP([CH2:29][C:30]#[N:31])(=O)OCC)C. Product: [C:1]([O:5][C:6]([N:8]1[CH2:13][CH2:12][C:11](=[CH:29][C:30]#[N:31])[CH2:10][CH2:9]1)=[O:7])([CH3:4])([CH3:3])[CH3:2]. The catalyst class is: 1. (7) Reactant: [Cl:1][C:2]1[CH:3]=[C:4]2[C:9](=[CH:10][C:11]=1[O:12]C)[NH:8][C:7](=[O:14])[C:6]([CH:15]=[O:16])=[CH:5]2.O. Product: [Cl:1][C:2]1[CH:3]=[C:4]2[C:9](=[CH:10][C:11]=1[OH:12])[NH:8][C:7](=[O:14])[C:6]([CH:15]=[O:16])=[CH:5]2. The catalyst class is: 201. (8) Reactant: FC(F)(F)C(O)=O.[Br:8][C:9]1[N:14]=[CH:13][C:12]([N:15]2[CH2:20][CH2:19][N:18](C(OC(C)(C)C)=O)[CH2:17][CH2:16]2)=[CH:11][CH:10]=1. Product: [Br:8][C:9]1[N:14]=[CH:13][C:12]([N:15]2[CH2:16][CH2:17][NH:18][CH2:19][CH2:20]2)=[CH:11][CH:10]=1. The catalyst class is: 4. (9) Reactant: [C:1]([C:9]1[CH:10]=[N:11][C:12]2[C:17]([C:18]=1[C:19]1[CH:20]=[C:21]([NH:25][C:26]([NH:28][C:29]3[CH:34]=[CH:33][CH:32]=[CH:31][C:30]=3[N+:35]([O-])=O)=[O:27])[CH:22]=[CH:23][CH:24]=1)=[CH:16][CH:15]=[CH:14][C:13]=2[C:38]([F:41])([F:40])[F:39])(=[O:8])[C:2]1[CH:7]=[CH:6][CH:5]=[CH:4][CH:3]=1. Product: [NH2:35][C:30]1[CH:31]=[CH:32][CH:33]=[CH:34][C:29]=1[NH:28][C:26]([NH:25][C:21]1[CH:22]=[CH:23][CH:24]=[C:19]([C:18]2[C:17]3[C:12](=[C:13]([C:38]([F:41])([F:39])[F:40])[CH:14]=[CH:15][CH:16]=3)[N:11]=[CH:10][C:9]=2[CH:1]([OH:8])[C:2]2[CH:3]=[CH:4][CH:5]=[CH:6][CH:7]=2)[CH:20]=1)=[O:27]. The catalyst class is: 45.